This data is from NCI-60 drug combinations with 297,098 pairs across 59 cell lines. The task is: Regression. Given two drug SMILES strings and cell line genomic features, predict the synergy score measuring deviation from expected non-interaction effect. (1) Cell line: UACC62. Synergy scores: CSS=27.6, Synergy_ZIP=-7.07, Synergy_Bliss=0.373, Synergy_Loewe=-45.3, Synergy_HSA=-0.464. Drug 2: CNC(=O)C1=NC=CC(=C1)OC2=CC=C(C=C2)NC(=O)NC3=CC(=C(C=C3)Cl)C(F)(F)F. Drug 1: C1=CN(C(=O)N=C1N)C2C(C(C(O2)CO)O)O.Cl. (2) Drug 1: CCC1=CC2CC(C3=C(CN(C2)C1)C4=CC=CC=C4N3)(C5=C(C=C6C(=C5)C78CCN9C7C(C=CC9)(C(C(C8N6C)(C(=O)OC)O)OC(=O)C)CC)OC)C(=O)OC.C(C(C(=O)O)O)(C(=O)O)O. Drug 2: C1=CN(C=N1)CC(O)(P(=O)(O)O)P(=O)(O)O. Cell line: NCI-H322M. Synergy scores: CSS=13.3, Synergy_ZIP=-8.26, Synergy_Bliss=-15.9, Synergy_Loewe=-16.5, Synergy_HSA=-13.9. (3) Drug 1: CCC1(CC2CC(C3=C(CCN(C2)C1)C4=CC=CC=C4N3)(C5=C(C=C6C(=C5)C78CCN9C7C(C=CC9)(C(C(C8N6C=O)(C(=O)OC)O)OC(=O)C)CC)OC)C(=O)OC)O.OS(=O)(=O)O. Drug 2: CC1=C(C=C(C=C1)NC(=O)C2=CC=C(C=C2)CN3CCN(CC3)C)NC4=NC=CC(=N4)C5=CN=CC=C5. Cell line: K-562. Synergy scores: CSS=66.8, Synergy_ZIP=0.854, Synergy_Bliss=2.49, Synergy_Loewe=-1.00, Synergy_HSA=3.84. (4) Drug 1: CC1CCC2CC(C(=CC=CC=CC(CC(C(=O)C(C(C(=CC(C(=O)CC(OC(=O)C3CCCCN3C(=O)C(=O)C1(O2)O)C(C)CC4CCC(C(C4)OC)O)C)C)O)OC)C)C)C)OC. Drug 2: CCC1=C2CN3C(=CC4=C(C3=O)COC(=O)C4(CC)O)C2=NC5=C1C=C(C=C5)O. Cell line: CCRF-CEM. Synergy scores: CSS=56.1, Synergy_ZIP=-4.56, Synergy_Bliss=-5.96, Synergy_Loewe=-28.3, Synergy_HSA=-3.42. (5) Drug 1: C1CCC(CC1)NC(=O)N(CCCl)N=O. Drug 2: C1=CC(=CC=C1C#N)C(C2=CC=C(C=C2)C#N)N3C=NC=N3. Cell line: HS 578T. Synergy scores: CSS=19.2, Synergy_ZIP=5.93, Synergy_Bliss=7.14, Synergy_Loewe=0.919, Synergy_HSA=4.34. (6) Drug 1: CCCCCOC(=O)NC1=NC(=O)N(C=C1F)C2C(C(C(O2)C)O)O. Drug 2: C1=NC(=NC(=O)N1C2C(C(C(O2)CO)O)O)N. Cell line: HCT116. Synergy scores: CSS=40.6, Synergy_ZIP=-0.0808, Synergy_Bliss=-1.05, Synergy_Loewe=-39.9, Synergy_HSA=-4.34. (7) Drug 1: CC1=C(C=C(C=C1)NC(=O)C2=CC=C(C=C2)CN3CCN(CC3)C)NC4=NC=CC(=N4)C5=CN=CC=C5. Drug 2: C(CC(=O)O)C(=O)CN.Cl. Cell line: IGROV1. Synergy scores: CSS=10.4, Synergy_ZIP=-3.71, Synergy_Bliss=-2.09, Synergy_Loewe=-2.44, Synergy_HSA=-1.16.